Predict the product of the given reaction. From a dataset of Forward reaction prediction with 1.9M reactions from USPTO patents (1976-2016). (1) Given the reactants [C:1]1([C:7](=[N:14][CH:15]([CH2:21][CH2:22][C:23]2[CH:24]=[C:25]3[C:48](=[CH:49][CH:50]=2)[C:29]2=[N:30][O:31][C:32]([C:33]4[C:37]([C:38]([F:41])([F:40])[F:39])=[C:36]([C:42]5[CH:47]=[CH:46][CH:45]=[CH:44][CH:43]=5)[O:35][N:34]=4)=[C:28]2[CH2:27][CH2:26]3)[C:16]([O:18][CH2:19][CH3:20])=[O:17])[C:8]2[CH:13]=[CH:12][CH:11]=[CH:10][CH:9]=2)[CH:6]=[CH:5][CH:4]=[CH:3][CH:2]=1.[CH3:51][Si]([N-][Si](C)(C)C)(C)C.[Li+].IC.[Cl-].[NH4+], predict the reaction product. The product is: [C:1]1([C:7](=[N:14][C:15]([CH3:51])([CH2:21][CH2:22][C:23]2[CH:24]=[C:25]3[C:48](=[CH:49][CH:50]=2)[C:29]2=[N:30][O:31][C:32]([C:33]4[C:37]([C:38]([F:41])([F:40])[F:39])=[C:36]([C:42]5[CH:43]=[CH:44][CH:45]=[CH:46][CH:47]=5)[O:35][N:34]=4)=[C:28]2[CH2:27][CH2:26]3)[C:16]([O:18][CH2:19][CH3:20])=[O:17])[C:8]2[CH:9]=[CH:10][CH:11]=[CH:12][CH:13]=2)[CH:2]=[CH:3][CH:4]=[CH:5][CH:6]=1. (2) Given the reactants Cl.[CH3:2][O:3][C:4](=[O:34])[C@@H:5]([NH2:33])[CH2:6][C:7]1[CH:32]=[CH:31][C:10]2[O:11][C@H:12]([C:15]3[CH:20]=[CH:19][C:18]([O:21][CH2:22][C:23]4[CH:28]=[CH:27][C:26]([Cl:29])=[C:25]([Cl:30])[CH:24]=4)=[CH:17][CH:16]=3)[CH2:13][O:14][C:9]=2[CH:8]=1.C([O-])(O)=O.[Na+].[N+:40]([C:43]1[CH:48]=[CH:47][C:46]([S:49](Cl)(=[O:51])=[O:50])=[CH:45][CH:44]=1)([O-:42])=[O:41], predict the reaction product. The product is: [CH3:2][O:3][C:4](=[O:34])[C@@H:5]([NH:33][S:49]([C:46]1[CH:45]=[CH:44][C:43]([N+:40]([O-:42])=[O:41])=[CH:48][CH:47]=1)(=[O:50])=[O:51])[CH2:6][C:7]1[CH:32]=[CH:31][C:10]2[O:11][C@H:12]([C:15]3[CH:20]=[CH:19][C:18]([O:21][CH2:22][C:23]4[CH:28]=[CH:27][C:26]([Cl:29])=[C:25]([Cl:30])[CH:24]=4)=[CH:17][CH:16]=3)[CH2:13][O:14][C:9]=2[CH:8]=1. (3) Given the reactants N[C:2]1[CH:3]=[CH:4][C:5]([C:8]#[N:9])=[N:6][CH:7]=1.N([O-])=O.[Na+].[S:14]([Cl:17])(Cl)=[O:15].[OH2:18], predict the reaction product. The product is: [C:8]([C:5]1[N:6]=[CH:7][C:2]([S:14]([Cl:17])(=[O:15])=[O:18])=[CH:3][CH:4]=1)#[N:9]. (4) The product is: [Cl:1][C:2]1[CH:3]=[C:4]2[C:10]([C:11]3[N:16]=[C:15]([NH:17][CH:18]4[CH2:22][CH2:21][N:20]([C:28]([O:29][CH2:30][C@H:31]5[CH2:35][CH2:34][O:33][CH2:32]5)=[O:43])[CH2:19]4)[C:14]([F:27])=[CH:13][N:12]=3)=[CH:9][NH:8][C:5]2=[N:6][CH:7]=1. Given the reactants [Cl:1][C:2]1[CH:3]=[C:4]2[C:10]([C:11]3[N:16]=[C:15]([NH:17][C@H:18]4[CH2:22][CH2:21][N:20](S(C)(=O)=O)[CH2:19]4)[C:14]([F:27])=[CH:13][N:12]=3)=[CH:9][NH:8][C:5]2=[N:6][CH:7]=1.[C:28](=O)([O-:43])[O:29][CH:30](N1C(=O)CCC1=O)[CH:31]1[CH2:35][CH2:34][O:33][CH2:32]1, predict the reaction product. (5) Given the reactants [CH3:1][O:2][C:3]1[CH:23]=[CH:22][C:6]([CH2:7][N:8]2[CH:12]=[C:11]([C:13](=[O:19])[CH2:14][CH2:15][CH2:16]C=C)[C:10]([CH:20]=[CH2:21])=[N:9]2)=[CH:5][CH:4]=1, predict the reaction product. The product is: [CH3:1][O:2][C:3]1[CH:4]=[CH:5][C:6]([CH2:7][N:8]2[CH:12]=[C:11]3[C:13](=[O:19])[CH2:14][CH2:15][CH2:16][CH:21]=[CH:20][C:10]3=[N:9]2)=[CH:22][CH:23]=1. (6) Given the reactants [Cl:1][C:2]1[CH:10]=[CH:9][CH:8]=[C:7]([Cl:11])[C:3]=1[C:4]([OH:6])=O.[C:12]1([CH:18]([C:21]2[CH:22]=[N:23][C:24]([C:27]([F:30])([F:29])[F:28])=[CH:25][CH:26]=2)[CH2:19][NH2:20])[CH:17]=[CH:16][CH:15]=[CH:14][CH:13]=1, predict the reaction product. The product is: [Cl:11][C:7]1[CH:8]=[CH:9][CH:10]=[C:2]([Cl:1])[C:3]=1[C:4]([NH:20][CH2:19][CH:18]([C:12]1[CH:13]=[CH:14][CH:15]=[CH:16][CH:17]=1)[C:21]1[CH:22]=[N:23][C:24]([C:27]([F:30])([F:28])[F:29])=[CH:25][CH:26]=1)=[O:6].